Dataset: Forward reaction prediction with 1.9M reactions from USPTO patents (1976-2016). Task: Predict the product of the given reaction. (1) Given the reactants [CH2:1]([O:8][N:9]1[C:15](=[O:16])[N:14]2[CH2:17][C@H:10]1[CH2:11][CH2:12][C@H:13]2[C:18]([OH:20])=O)[C:2]1[CH:7]=[CH:6][CH:5]=[CH:4][CH:3]=1.[NH2:21][O:22][CH:23]1[CH2:28][CH2:27][N:26]([C:29]([NH:38][C:39](=[O:45])[O:40][C:41]([CH3:44])([CH3:43])[CH3:42])=[N:30][C:31](=[O:37])[O:32][C:33]([CH3:36])([CH3:35])[CH3:34])[CH2:25][CH2:24]1.ON1C2C=CC=CC=2N=N1.Cl.C(N=C=NCCCN(C)C)C, predict the reaction product. The product is: [C:41]([O:40][C:39](=[O:45])[NH:38][C:29]([N:26]1[CH2:25][CH2:24][CH:23]([O:22][NH:21][C:18]([C@@H:13]2[CH2:12][CH2:11][C@@H:10]3[CH2:17][N:14]2[C:15](=[O:16])[N:9]3[O:8][CH2:1][C:2]2[CH:3]=[CH:4][CH:5]=[CH:6][CH:7]=2)=[O:20])[CH2:28][CH2:27]1)=[N:30][C:31](=[O:37])[O:32][C:33]([CH3:36])([CH3:35])[CH3:34])([CH3:42])([CH3:43])[CH3:44]. (2) Given the reactants [CH:1]1([NH:4][C:5](=[O:41])[C:6]2[CH:11]=[CH:10][C:9]([C:12]3[CH:13]=[N:14][N:15]4[C:20]([N:21](CC5C=CC(OC)=CC=5)[CH2:22][CH:23]5[CH2:28][CH2:27][O:26][CH2:25][CH2:24]5)=[N:19][C:18]([S:38][CH3:39])=[N:17][C:16]=34)=[CH:8][C:7]=2[CH3:40])[CH2:3][CH2:2]1, predict the reaction product. The product is: [CH:1]1([NH:4][C:5](=[O:41])[C:6]2[CH:11]=[CH:10][C:9]([C:12]3[CH:13]=[N:14][N:15]4[C:20]([NH:21][CH2:22][CH:23]5[CH2:28][CH2:27][O:26][CH2:25][CH2:24]5)=[N:19][C:18]([S:38][CH3:39])=[N:17][C:16]=34)=[CH:8][C:7]=2[CH3:40])[CH2:2][CH2:3]1. (3) Given the reactants C([NH:5][S:6]([CH2:9][CH:10]([NH2:18])[C:11]1[CH:16]=[CH:15][C:14]([F:17])=[CH:13][CH:12]=1)(=[O:8])=[O:7])(C)(C)C.FC1C=CC=C(F)C=1O[C:23]1[O:24][C:25]([CH3:34])([CH3:33])[C:26]([CH3:32])([CH3:31])[S:27](=[O:30])(=[O:29])[N:28]=1.C(N(CC)C(C)C)(C)C, predict the reaction product. The product is: [F:17][C:14]1[CH:13]=[CH:12][C:11]([CH:10]([NH:18][C:23]2[O:24][C:25]([CH3:34])([CH3:33])[C:26]([CH3:32])([CH3:31])[S:27](=[O:30])(=[O:29])[N:28]=2)[CH2:9][S:6]([NH2:5])(=[O:7])=[O:8])=[CH:16][CH:15]=1. (4) Given the reactants [CH3:1][C:2]([C:4]1[CH:5]=[CH:6][C:7]([OH:10])=[CH:8][CH:9]=1)=[O:3].[F:11][C:12]([F:23])([F:22])[O:13][C:14]1[CH:21]=[CH:20][C:17]([CH2:18]Br)=[CH:16][CH:15]=1.C(=O)([O-])[O-].[K+].[K+], predict the reaction product. The product is: [F:11][C:12]([F:22])([F:23])[O:13][C:14]1[CH:21]=[CH:20][C:17]([CH2:18][O:10][C:7]2[CH:8]=[CH:9][C:4]([C:2](=[O:3])[CH3:1])=[CH:5][CH:6]=2)=[CH:16][CH:15]=1. (5) Given the reactants Br[C:2]1[CH:23]=[CH:22][C:5]([C:6]([NH:8][S:9]([C:12]2[CH:17]=[CH:16][CH:15]=[CH:14][C:13]=2[S:18](=[O:21])(=[O:20])[NH2:19])(=[O:11])=[O:10])=[O:7])=[CH:4][C:3]=1[O:24][CH:25]([CH3:27])[CH3:26].[C:28]([C:30]1[CH:35]=[CH:34][C:33]([C:36]([F:39])([F:38])[F:37])=[CH:32][CH:31]=1)#[CH:29], predict the reaction product. The product is: [CH:25]([O:24][C:3]1[CH:4]=[C:5]([CH:22]=[CH:23][C:2]=1[C:29]#[C:28][C:30]1[CH:35]=[CH:34][C:33]([C:36]([F:37])([F:38])[F:39])=[CH:32][CH:31]=1)[C:6]([NH:8][S:9]([C:12]1[CH:17]=[CH:16][CH:15]=[CH:14][C:13]=1[S:18](=[O:21])(=[O:20])[NH2:19])(=[O:11])=[O:10])=[O:7])([CH3:27])[CH3:26].